This data is from Full USPTO retrosynthesis dataset with 1.9M reactions from patents (1976-2016). The task is: Predict the reactants needed to synthesize the given product. (1) Given the product [Cl:1][C:2]1[CH:3]=[CH:4][C:5]([C:8]2[CH:9]=[N:10][CH:11]=[C:12]3[C:17]=2[N:16]=[C:15]([C:18]([NH:24][CH:25]2[CH2:27][CH2:26]2)=[O:20])[CH:14]=[CH:13]3)=[CH:6][CH:7]=1, predict the reactants needed to synthesize it. The reactants are: [Cl:1][C:2]1[CH:7]=[CH:6][C:5]([C:8]2[CH:9]=[N:10][CH:11]=[C:12]3[C:17]=2[N:16]=[C:15]([C:18]([OH:20])=O)[CH:14]=[CH:13]3)=[CH:4][CH:3]=1.C([N:24](CC)[CH:25]([CH3:27])[CH3:26])(C)C.F[P-](F)(F)(F)(F)F.N1(OC(N(C)C)=[N+](C)C)C2N=CC=CC=2N=N1.C1(N)CC1. (2) Given the product [Br:12][CH2:1][C:2]1[CH:11]=[N:10][C:9]2[C:4](=[CH:5][CH:6]=[CH:7][CH:8]=2)[N:3]=1, predict the reactants needed to synthesize it. The reactants are: [CH3:1][C:2]1[CH:11]=[N:10][C:9]2[C:4](=[CH:5][CH:6]=[CH:7][CH:8]=2)[N:3]=1.[Br:12]N1C(=O)CCC1=O.C1(C(OOC(=O)C2C=CC=CC=2)=O)C=CC=CC=1. (3) Given the product [C:20](=[O:21])([O:22][C:23]([CH3:26])([CH3:25])[CH3:24])[O:19][C:17]1[CH:16]=[CH:15][C:14]2[O:9][CH2:10][CH2:11][N:12]([C:35]([NH2:37])=[S:36])[C:13]=2[CH:18]=1, predict the reactants needed to synthesize it. The reactants are: CCN(CC)CC.Br.[O:9]1[C:14]2[CH:15]=[CH:16][C:17]([OH:19])=[CH:18][C:13]=2[NH:12][CH2:11][CH2:10]1.[C:20](O[C:20]([O:22][C:23]([CH3:26])([CH3:25])[CH3:24])=[O:21])([O:22][C:23]([CH3:26])([CH3:25])[CH3:24])=[O:21].[C:35](N1C=CN=C1)([N:37]1C=CN=C1)=[S:36].N. (4) Given the product [CH3:1][O:2][C:5]1[CH:10]=[CH:9][N+:8]([O-:11])=[C:7]([CH3:12])[C:6]=1[CH3:13], predict the reactants needed to synthesize it. The reactants are: [CH3:1][O-:2].[Na+].Cl[C:5]1[CH:10]=[CH:9][N+:8]([O-:11])=[C:7]([CH3:12])[C:6]=1[CH3:13]. (5) Given the product [Cl:1][C:2]1[CH:30]=[C:6]([C:7]([NH:33][CH3:32])=[O:29])[C:5]([NH:10][C:9]([C:11]2[N:15]([C:16]3[C:21]([Cl:22])=[CH:20][CH:19]=[CH:18][N:17]=3)[N:14]=[C:13]([O:23][CH2:24][C:25]([F:28])([F:27])[F:26])[CH:12]=2)=[O:8])=[C:4]([CH3:31])[CH:3]=1, predict the reactants needed to synthesize it. The reactants are: [Cl:1][C:2]1[CH:3]=[C:4]([CH3:31])[C:5]2[N:10]=[C:9]([C:11]3[N:15]([C:16]4[C:21]([Cl:22])=[CH:20][CH:19]=[CH:18][N:17]=4)[N:14]=[C:13]([O:23][CH2:24][C:25]([F:28])([F:27])[F:26])[CH:12]=3)[O:8][C:7](=[O:29])[C:6]=2[CH:30]=1.[CH3:32][NH2:33].C(OCC)C. (6) Given the product [Cl:18][C:19]1[CH:24]=[CH:23][C:22]([C:25]2[NH:17][C:16]3[N:15]([N:14]=[CH:13][C:12]=3[C:10]3[O:11][C:7]([C:1]4[CH:2]=[CH:3][CH:4]=[CH:5][CH:6]=4)=[CH:8][N:9]=3)[C:27](=[O:28])[CH:26]=2)=[CH:21][C:20]=1[O:33][CH3:34], predict the reactants needed to synthesize it. The reactants are: [C:1]1([C:7]2[O:11][C:10]([C:12]3[CH:13]=[N:14][NH:15][C:16]=3[NH2:17])=[N:9][CH:8]=2)[CH:6]=[CH:5][CH:4]=[CH:3][CH:2]=1.[Cl:18][C:19]1[CH:24]=[CH:23][C:22]([C:25](=O)[CH2:26][C:27](OCC)=[O:28])=[CH:21][C:20]=1[O:33][CH3:34].CC1C=CC(S(O)(=O)=O)=CC=1. (7) The reactants are: Cl.Cl.C(O[N:6]=[CH:7][C:8]1[CH:9]=[C:10]2[C:14](=[CH:15][CH:16]=1)[NH:13][N:12]=[C:11]2[C:17]1[CH:18]=[C:19]([C:23]([NH:25][C:26]2[CH:31]=[CH:30][C:29]([F:32])=[CH:28][CH:27]=2)=[O:24])[CH:20]=[CH:21][CH:22]=1)C.[NH2:33][NH:34][C:35](=O)[CH2:36][N:37]([CH3:39])[CH3:38].C[O-].[Na+].Cl. Given the product [CH3:38][N:37]([CH2:36][C:35]1[N:6]=[C:7]([C:8]2[CH:9]=[C:10]3[C:14](=[CH:15][CH:16]=2)[NH:13][N:12]=[C:11]3[C:17]2[CH:18]=[C:19]([C:23]([NH:25][C:26]3[CH:27]=[CH:28][C:29]([F:32])=[CH:30][CH:31]=3)=[O:24])[CH:20]=[CH:21][CH:22]=2)[NH:33][N:34]=1)[CH3:39], predict the reactants needed to synthesize it.